Dataset: Reaction yield outcomes from USPTO patents with 853,638 reactions. Task: Predict the reaction yield, written as a fraction of the theoretical maximum amount of product (1.0 means a 100% yield; for example, 0.34 means a 34% yield). (1) The reactants are [NH2:1][C:2]1[CH:7]=[C:6]([C:8]([C:10]2[S:11][C:12]([Br:21])=[C:13]([CH2:15][C:16]([O:18][CH2:19][CH3:20])=[O:17])[CH:14]=2)=[O:9])[CH:5]=[CH:4][C:3]=1[C:22]#[C:23][C:24]1[CH:39]=[CH:38][C:27]([C:28]([O:30][CH2:31][C:32]2[CH:37]=[CH:36][CH:35]=[CH:34][CH:33]=2)=[O:29])=[CH:26][CH:25]=1.[Br-].[Br-].[Br-].[In+3]. The catalyst is C1(C)C=CC=CC=1. The product is [Br:21][C:12]1[S:11][C:10]([C:8]([C:6]2[CH:7]=[C:2]3[C:3]([CH:22]=[C:23]([C:24]4[CH:25]=[CH:26][C:27]([C:28]([O:30][CH2:31][C:32]5[CH:37]=[CH:36][CH:35]=[CH:34][CH:33]=5)=[O:29])=[CH:38][CH:39]=4)[NH:1]3)=[CH:4][CH:5]=2)=[O:9])=[CH:14][C:13]=1[CH2:15][C:16]([O:18][CH2:19][CH3:20])=[O:17]. The yield is 0.760. (2) The reactants are C(OC(=O)[NH:10][C@@H:11]1[CH2:17][CH2:16][CH2:15][N:14]([C:18]2[N:19]([CH3:47])[N:20]=[CH:21][C:22]=2[NH:23][C:24]([C:26]2[N:27]=[C:28]([C:39]3[CH:44]=[CH:43][C:42]([F:45])=[CH:41][C:40]=3[F:46])[S:29][C:30]=2[NH:31]C(OC(C)(C)C)=O)=[O:25])[CH2:13][CH2:12]1)C1C=CC=CC=1.B(Br)(Br)Br. The catalyst is C(Cl)Cl. The product is [NH2:31][C:30]1[S:29][C:28]([C:39]2[CH:44]=[CH:43][C:42]([F:45])=[CH:41][C:40]=2[F:46])=[N:27][C:26]=1[C:24]([NH:23][C:22]1[CH:21]=[N:20][N:19]([CH3:47])[C:18]=1[N:14]1[CH2:15][CH2:16][CH2:17][C@@H:11]([NH2:10])[CH2:12][CH2:13]1)=[O:25]. The yield is 0.421.